From a dataset of Forward reaction prediction with 1.9M reactions from USPTO patents (1976-2016). Predict the product of the given reaction. (1) Given the reactants C1(P(C2CCCCC2)C2CCCCC2)CCCCC1.[CH3:35][C:30]1([CH3:36])[C:31]([CH3:34])([CH3:33])[O:32][B:28]([B:28]2[O:32][C:31]([CH3:34])([CH3:33])[C:30]([CH3:36])([CH3:35])[O:29]2)[O:29]1.C([O-])(=O)C.[K+].Cl[C:44]1[CH:49]=[C:48]([O:50][CH3:51])[CH:47]=[CH:46][C:45]=1[O:52][C:53]([F:56])([F:55])[F:54], predict the reaction product. The product is: [CH3:51][O:50][C:48]1[CH:49]=[CH:44][C:45]([O:52][C:53]([F:54])([F:55])[F:56])=[C:46]([B:28]2[O:29][C:30]([CH3:35])([CH3:36])[C:31]([CH3:33])([CH3:34])[O:32]2)[CH:47]=1. (2) Given the reactants Cl[C:2]1[C:7]([C:8](=[O:10])[CH3:9])=[CH:6][N:5]=[C:4]2[N:11]([CH2:14][O:15][CH2:16][CH2:17][Si:18]([CH3:21])([CH3:20])[CH3:19])[CH:12]=[CH:13][C:3]=12.[CH2:22]([N:29]1[CH2:34][CH2:33][CH:32]([NH2:35])[CH2:31][CH2:30]1)[C:23]1[CH:28]=[CH:27][CH:26]=[CH:25][CH:24]=1.C(N(CC)C(C)C)(C)C, predict the reaction product. The product is: [CH2:22]([N:29]1[CH2:34][CH2:33][CH:32]([NH:35][C:2]2[C:7]([C:8](=[O:10])[CH3:9])=[CH:6][N:5]=[C:4]3[N:11]([CH2:14][O:15][CH2:16][CH2:17][Si:18]([CH3:21])([CH3:20])[CH3:19])[CH:12]=[CH:13][C:3]=23)[CH2:31][CH2:30]1)[C:23]1[CH:24]=[CH:25][CH:26]=[CH:27][CH:28]=1.